This data is from Full USPTO retrosynthesis dataset with 1.9M reactions from patents (1976-2016). The task is: Predict the reactants needed to synthesize the given product. (1) Given the product [CH2:14]([O:13][C:11]([C:10]1[CH:9]=[N:8][N:7]2[C:2]([NH:36][C:35]3[CH:37]=[CH:38][CH:39]=[CH:40][C:34]=3[CH3:33])=[C:3]([C:16]([N:18]3[CH2:23][CH2:22][C:21]4([C:27]5[CH:28]=[C:29]([F:32])[CH:30]=[CH:31][C:26]=5[O:25][CH2:24]4)[CH2:20][CH2:19]3)=[O:17])[CH:4]=[N:5][C:6]=12)=[O:12])[CH3:15], predict the reactants needed to synthesize it. The reactants are: Cl[C:2]1[N:7]2[N:8]=[CH:9][C:10]([C:11]([O:13][CH2:14][CH3:15])=[O:12])=[C:6]2[N:5]=[CH:4][C:3]=1[C:16]([N:18]1[CH2:23][CH2:22][C:21]2([C:27]3[CH:28]=[C:29]([F:32])[CH:30]=[CH:31][C:26]=3[O:25][CH2:24]2)[CH2:20][CH2:19]1)=[O:17].[CH3:33][C:34]1[CH:40]=[CH:39][CH:38]=[CH:37][C:35]=1[NH2:36]. (2) The reactants are: O[C:2]1[CH:7]=[CH:6][C:5]([CH:8]2[CH2:13][CH2:12][C:11](=[O:14])[CH2:10][CH2:9]2)=[CH:4][CH:3]=1.[C:15]1([NH:21][CH2:22][CH2:23][NH2:24])[CH:20]=[CH:19][CH:18]=[CH:17][CH:16]=1.[BH4-].[Na+]. Given the product [C:15]1([NH:21][CH2:22][CH2:23][NH:24][C@H:2]2[CH2:7][CH2:6][C@H:5]([C:8]3[CH:13]=[CH:12][C:11]([OH:14])=[CH:10][CH:9]=3)[CH2:4][CH2:3]2)[CH:20]=[CH:19][CH:18]=[CH:17][CH:16]=1, predict the reactants needed to synthesize it. (3) Given the product [I:27][C:13]1[S:12][C:9]2[CH2:10][CH2:11][N:5]([C:3](=[O:4])[C:2]([F:17])([F:16])[F:1])[CH2:6][CH2:7][C:8]=2[N:14]=1, predict the reactants needed to synthesize it. The reactants are: [F:1][C:2]([F:17])([F:16])[C:3]([N:5]1[CH2:11][CH2:10][C:9]2[S:12][C:13](N)=[N:14][C:8]=2[CH2:7][CH2:6]1)=[O:4].S(=O)(=O)(O)O.N([O-])=O.[Na+].[I-:27].[K+].C(=O)(O)[O-].[Na+]. (4) Given the product [Cl:28][C:29]1[CH:30]=[CH:31][C:32]([S:35]([NH:38][C:39]2[C:48]3[C:43](=[CH:44][CH:45]=[CH:46][CH:47]=3)[C:42]([OH:49])=[C:41]([S:50][C:51]3[N:55]([CH3:56])[N:54]=[N:53][N:52]=3)[CH:40]=2)(=[O:37])=[O:36])=[CH:33][CH:34]=1.[CH3:56][N:55]1[C:51]([S:50][C:41]2[C:42](=[O:49])[C:43]3[C:48](=[CH:47][CH:46]=[CH:45][CH:44]=3)/[C:39](=[N:38]/[S:35]([C:32]3[CH:33]=[CH:34][C:29]([C:2]4[CH:11]=[CH:6][CH:5]=[CH:4][CH:3]=4)=[CH:30][CH:31]=3)(=[O:37])=[O:36])/[CH:40]=2)=[N:52][N:53]=[N:54]1, predict the reactants needed to synthesize it. The reactants are: O[C:2]1[C:11]2[C:6](=CC=CC=2)[C:5](NS(C2SC=CC=2)(=O)=O)=[CH:4][C:3]=1SC1N(C)N=NN=1.[Cl:28][C:29]1[CH:34]=[CH:33][C:32]([S:35](/[N:38]=[C:39]2\[CH:40]=[C:41]([S:50][C:51]3[N:55]([CH3:56])[N:54]=[N:53][N:52]=3)[C:42](=[O:49])[C:43]3[C:48]\2=[CH:47][CH:46]=[CH:45][CH:44]=3)(=[O:37])=[O:36])=[CH:31][CH:30]=1.